Regression. Given a target protein amino acid sequence and a drug SMILES string, predict the binding affinity score between them. We predict pKi (pKi = -log10(Ki in M); higher means stronger inhibition). Dataset: bindingdb_ki. From a dataset of Drug-target binding data from BindingDB using Ki measurements. (1) The drug is Cn1nnc(-c2o[nH]c(=O)c2C[C@H](N)C(=O)O)n1. The target protein (P22756) has sequence MERSTVLIQPGLWTRDTSWTLLYFLCYILPQTSPQVLRIGGIFETVENEPVNVEELAFKFAVTSINRNRTLMPNTTLTYDIQRINLFDSFEASRRACDQLALGVAALFGPSHSSSVSAVQSICNALEVPHIQTRWKHPSVDSRDLFYINLYPDYAAISRAVLDLVLYYNWKTVTVVYEDSTGLIRLQELIKAPSRYNIKIKIRQLPPANKDAKPLLKEMKKSKEFYVIFDCSHETAAEILKQILFMGMMTEYYHYFFTTLDLFALDLELYRYSGVNMTGFRKLNIDNPHVSSIIEKWSMERLQAPPRPETGLLDGMMTTEAALMYDAVYMVAIASHRASQLTVSSLQCHRHKPCALGPRFMNLIKEARWDGLTGRITFNKTDGLRKDFDLDIISLKEEGTEKASGEVSKHLYKVWKKIGIWNSNSGLNMTDGNRDRSNNITDSLANRTLIVTTILEEPYVMYRKSDKPLYGNDRFEAYCLDLLKELSNILGFLYDVKLVP.... The pKi is 9.7. (2) The compound is COc1ccncc1C=O. The target protein sequence is MGVVQNEQDIREKMKNELISLVNEIDLIPELDRLLDDFIENKTWNEDTQELFTRVVLKPFTTLRTSLLVVDFQNDFVTGSLSIKEGDAEQDPLEALPHVNNLLENLNWNMIVYTQDWHPSNHISFFEHARNPDRELAPEDKSRKLRPFDIVRFVKPVSTIQVLYPSHCIQGGWGSQLHLGLQRIDGAHYIKKGADVYVDAYSAFSDNCGIKQSELEMLLRKNDINAVIGCGLAYDICVMHTLKDASKHGFLTCIVKSGSKGLSSLKMDEANKMFQKRGVAIIDDEMAQLISRREAFPIEWIRLLVHQAQSELHGKK. The pKi is 6.4. (3) The small molecule is Nc1cc(=O)[nH]c(=O)n1[C@@H]1O[C@H](COP(=O)(O)O)[C@@H](O)[C@H]1O. The target protein (O26232) has sequence MRSRRVDVMDVMNRLILAMDLMNRDDALRVTGEVREYIDTVKIGYPLVLSEGMDIIAEFRKRFGCRIIADFKVADIPETNEKICRATFKAGADAIIVHGFRGADSVRACLNVAEEMGREVFLLTEMSHPGAEMFIQGAADEIARMGVDLGVKNYVGPSTRPERLSRLREIIGQDSFLISPGVGAQGGDPGETLRFADAIIVGRSIYLADNPAAAAAGIIESIKDLLNP. The pKi is 6.1. (4) The small molecule is COC(=O)[C@H]1[C@@H](OC(=O)c2ccccc2)C[C@@H]2CC[C@H]1N2C. The target is MLLARMKPQVQPELGGADQ. The pKi is 6.4. (5) The drug is Cc1cccc(C)c1C(=O)N1CCC(C)(N2CCC(C(=O)c3ccc(Br)cc3)CC2)CC1. The target protein (P51682) has sequence MDFQGSVPTYSYDIDYGMSAPCQKINVKQIAAQLLPPLYSLVFIFGFVGNMMVFLILISCKKLKSVTDIYLLNLAISDLLFLLTLPFWAHYAANEWVFGNIMCKVFTGLYHIGYFGGIFFIILLTIDRYLAIVHAVFALKVRTVNFGVITSVVTWAVAVFASLPEIIFTRSQKEGFHYTCSPHFPHTQYHFWKSFQTLKMVILSLILPLLVMVICYSGILHTLFRCRNEKKRHRAVRLIFAIMIVYFLFWTPYNIVLLLTTFQEFFGLNNCSSSNRLDQAMQATETLGMTHCCLNPVIYAFVGEKFRSYLSVFFRKHMVKRFCKRCSIFQQDNPDRASSVYTRSTGEHEVSTGL. The pKi is 7.3. (6) The target protein (P28570) has sequence MAKKSAENGIYSVSGDEKKGPLIVSGPDGAPSKGDGPAGLGAPSSRLAVPPRETWTRQMDFIMSCVGFAVGLGNVWRFPYLCYKNGGGVFLIPYVLIALVGGIPIFFLEISLGQFMKAGSINVWNICPLFKGLGYASMVIVFYCNTYYIMVLAWGFYYLVKSFTTTLPWATCGHTWNTPDCVEIFRHEDCANASLANLTCDQLADRRSPVIEFWENKVLRLSTGLEVPGALNWEVTLCLLACWVLVYFCVWKGVKSTGKIVYFTATFPYVVLVVLLVRGVLLPGALDGIIYYLKPDWSKLGSPQVWIDAGTQIFFSYAIGLGALTALGSYNRFNNNCYKDAIILALINSGTSFFAGFVVFSILGFMATEQGVHISKVAESGPGLAFIAYPRAVTLMPVAPLWAALFFFMLLLLGLDSQFVGVEGFITGLLDLLPASYYFRFQREISVALCCALCFVIDLSMVTDGGMYVFQLFDYYSASGTTLLWQAFWECVVVAWVYGA.... The drug is C[N+](C)(CCO)c1ccccc1. The pKi is 2.0.